Dataset: Reaction yield outcomes from USPTO patents with 853,638 reactions. Task: Predict the reaction yield, written as a fraction of the theoretical maximum amount of product (1.0 means a 100% yield; for example, 0.34 means a 34% yield). (1) The reactants are [H-].[Na+].[O:3]=[C:4]([CH2:11][CH2:12][CH3:13])[CH2:5][C:6]([O:8][CH2:9][CH3:10])=[O:7].Cl[CH2:15][C:16]1[CH:17]=[CH:18][C:19]([C:22]2[CH:29]=[CH:28][CH:27]=[CH:26][C:23]=2[C:24]#[N:25])=[N:20][CH:21]=1.Cl. The catalyst is O1CCCC1.[I-].C([N+](CCCC)(CCCC)CCCC)CCC. The product is [C:24]([C:23]1[CH:26]=[CH:27][CH:28]=[CH:29][C:22]=1[C:19]1[N:20]=[CH:21][C:16]([CH2:15][CH:5]([C:4](=[O:3])[CH2:11][CH2:12][CH3:13])[C:6]([O:8][CH2:9][CH3:10])=[O:7])=[CH:17][CH:18]=1)#[N:25]. The yield is 0.620. (2) The reactants are [CH2:1]([O:8][C:9]1[CH:18]=[C:17]2[C:12]([C:13]([OH:19])=[CH:14][CH:15]=[N:16]2)=[CH:11][C:10]=1[O:20][CH3:21])[C:2]1[CH:7]=[CH:6][CH:5]=[CH:4][CH:3]=1.N1C(C)=CC=CC=1C.C(=O)=O.[F:33][C:34]([F:40])([F:39])[S:35](Cl)(=[O:37])=[O:36]. The catalyst is CN(C)C1C=CN=CC=1.O.C(Cl)Cl. The product is [CH2:1]([O:8][C:9]1[CH:18]=[C:17]2[C:12]([C:13]([O:19][S:35]([C:34]([F:40])([F:39])[F:33])(=[O:37])=[O:36])=[CH:14][CH:15]=[N:16]2)=[CH:11][C:10]=1[O:20][CH3:21])[C:2]1[CH:3]=[CH:4][CH:5]=[CH:6][CH:7]=1. The yield is 0.838. (3) The reactants are [CH3:1][O:2][C:3](=[O:18])[C@H:4]([NH2:17])[CH2:5][CH2:6][CH2:7][CH2:8][NH:9][C:10]([O:12][C:13]([CH3:16])([CH3:15])[CH3:14])=[O:11].[CH3:19][C:20]1[CH:21]=[C:22](B(O)O)[CH:23]=[C:24]([CH3:27])[C:25]=1[F:26].C(N(CC)CC)C. The catalyst is ClCCl.CC([O-])=O.CC([O-])=O.[Cu+2]. The product is [CH3:1][O:2][C:3](=[O:18])[C@H:4]([NH:17][C:22]1[CH:23]=[C:24]([CH3:27])[C:25]([F:26])=[C:20]([CH3:19])[CH:21]=1)[CH2:5][CH2:6][CH2:7][CH2:8][NH:9][C:10]([O:12][C:13]([CH3:14])([CH3:15])[CH3:16])=[O:11]. The yield is 0.800. (4) The reactants are Br[C:2]1[CH:10]=[CH:9][CH:8]=[C:7]2[C:3]=1[C:4]1[CH:14]=[CH:13][CH:12]=[N:11][C:5]=1[NH:6]2.[C:15]1(B(O)O)[CH:20]=[CH:19][CH:18]=[CH:17][CH:16]=1.C([O-])([O-])=O.[K+].[K+]. The yield is 0.220. The product is [C:15]1([C:2]2[CH:10]=[CH:9][CH:8]=[C:7]3[C:3]=2[C:4]2[CH:14]=[CH:13][CH:12]=[N:11][C:5]=2[NH:6]3)[CH:20]=[CH:19][CH:18]=[CH:17][CH:16]=1. The catalyst is O1CCOCC1. (5) The reactants are C([NH:11][CH2:12][CH2:13][CH2:14][CH2:15][C:16]1[CH:21]=[CH:20][CH:19]=[CH:18][C:17]=1[O:22][CH2:23][C@H:24]([OH:27])[CH2:25][OH:26])(OCC1C=CC=CC=1)=O. The catalyst is CO.[Pd]. The product is [OH:27][C@H:24]([CH2:25][OH:26])[CH2:23][O:22][C:17]1[CH:18]=[CH:19][CH:20]=[CH:21][C:16]=1[CH2:15][CH2:14][CH2:13][CH2:12][NH2:11]. The yield is 0.920. (6) The reactants are [BH4-].[Na+].[CH:3]1([NH:9][C:10]([CH:12]2[CH2:17][CH2:16][CH2:15][C:14](=[O:18])[CH2:13]2)=[O:11])[CH2:8][CH2:7][CH2:6][CH2:5][CH2:4]1. The catalyst is CO.Cl.CCOC(C)=O. The product is [CH:3]1([NH:9][C:10]([CH:12]2[CH2:17][CH2:16][CH2:15][CH:14]([OH:18])[CH2:13]2)=[O:11])[CH2:8][CH2:7][CH2:6][CH2:5][CH2:4]1. The yield is 0.864.